This data is from Full USPTO retrosynthesis dataset with 1.9M reactions from patents (1976-2016). The task is: Predict the reactants needed to synthesize the given product. (1) Given the product [Cl:1][C:2]1[CH:3]=[C:4]([CH:7]=[CH:8][C:9]=1[Cl:10])[CH2:5][NH:6][C:21]([NH:33][CH:34]1[CH2:39][CH2:38][N:37]([CH3:40])[CH2:36][CH2:35]1)=[O:22], predict the reactants needed to synthesize it. The reactants are: [Cl:1][C:2]1[CH:3]=[C:4]([CH:7]=[CH:8][C:9]=1[Cl:10])[CH2:5][NH2:6].C(N(C(C)C)CC)(C)C.Cl[C:21](OC1C=CC([N+]([O-])=O)=CC=1)=[O:22].[NH2:33][CH:34]1[CH2:39][CH2:38][N:37]([CH3:40])[CH2:36][CH2:35]1. (2) Given the product [NH2:14][C:15]1[CH:20]=[CH:19][C:18]([C@H:21]2[O:26][CH2:25][CH2:24][N:23]([C:27]([O:29][C:30]([CH3:33])([CH3:32])[CH3:31])=[O:28])[CH2:22]2)=[CH:17][CH:16]=1, predict the reactants needed to synthesize it. The reactants are: C1(C(=[N:14][C:15]2[CH:20]=[CH:19][C:18]([C@H:21]3[O:26][CH2:25][CH2:24][N:23]([C:27]([O:29][C:30]([CH3:33])([CH3:32])[CH3:31])=[O:28])[CH2:22]3)=[CH:17][CH:16]=2)C2C=CC=CC=2)C=CC=CC=1.C([O-])=O.[NH4+]. (3) Given the product [CH2:24]([C:7]1[S:6][CH:10]=[CH:9][CH:8]=1)[CH2:23][CH2:22][CH2:21][CH2:20][CH2:19][CH2:18][CH2:17][CH2:16][CH2:15][CH2:14][CH2:13][CH2:12][CH3:11], predict the reactants needed to synthesize it. The reactants are: [Li]CCCC.[S:6]1[CH:10]=[CH:9][CH:8]=[CH:7]1.[CH2:11](Br)[CH2:12][CH2:13][CH2:14][CH2:15][CH2:16][CH2:17][CH2:18][CH2:19][CH2:20][CH2:21][CH2:22][CH2:23][CH3:24].